Dataset: Full USPTO retrosynthesis dataset with 1.9M reactions from patents (1976-2016). Task: Predict the reactants needed to synthesize the given product. (1) Given the product [N:1]1([C:6]([O:8][C:9]2[CH:14]=[CH:13][C:12]([CH2:15][C@H:16]([NH:24][C:25]3[C:30]([N:31]([CH2:49][C:48]#[CH:47])[S:32]([CH3:35])(=[O:34])=[O:33])=[CH:29][N:28]=[C:27]([N:36]([CH2:37][CH3:38])[CH2:39][CH3:40])[N:26]=3)[C:17]([O:19][C:20]([CH3:23])([CH3:22])[CH3:21])=[O:18])=[CH:11][CH:10]=2)=[O:7])[CH2:2][CH2:3][CH2:4][CH2:5]1, predict the reactants needed to synthesize it. The reactants are: [N:1]1([C:6]([O:8][C:9]2[CH:14]=[CH:13][C:12]([CH2:15][C@H:16]([NH:24][C:25]3[C:30]([NH:31][S:32]([CH3:35])(=[O:34])=[O:33])=[CH:29][N:28]=[C:27]([N:36]([CH2:39][CH3:40])[CH2:37][CH3:38])[N:26]=3)[C:17]([O:19][C:20]([CH3:23])([CH3:22])[CH3:21])=[O:18])=[CH:11][CH:10]=2)=[O:7])[CH2:5][CH2:4][CH2:3][CH2:2]1.C([O-])([O-])=O.[K+].[K+].[CH2:47](Cl)[C:48]#[CH:49]. (2) Given the product [C:1]([C:3](=[N:11][OH:12])[C:4]([NH:6][C:7]([CH3:10])([CH3:9])[CH3:8])=[O:5])#[N:2], predict the reactants needed to synthesize it. The reactants are: [C:1]([CH2:3][C:4]([NH:6][C:7]([CH3:10])([CH3:9])[CH3:8])=[O:5])#[N:2].[N:11](Cl)=[O:12].C(Cl)Cl. (3) Given the product [CH2:2]([N:17]1[C:13](=[O:23])[C:14]2[C:15](=[CH:19][CH:20]=[CH:21][CH:22]=2)[C:16]1=[O:18])[CH2:3][CH2:4][CH:5]=[CH2:6], predict the reactants needed to synthesize it. The reactants are: Br[CH2:2][CH2:3][CH2:4][CH:5]=[CH2:6].C([O-])([O-])=O.[K+].[K+].[C:13]1(=[O:23])[NH:17][C:16](=[O:18])[C:15]2=[CH:19][CH:20]=[CH:21][CH:22]=[C:14]12.[K].O. (4) Given the product [F:1][C:2]1[CH:40]=[C:39]([F:41])[CH:38]=[C:37]([F:42])[C:3]=1[CH2:4][N:5]1[C:13]([C:14]2[CH:15]=[C:16]([CH2:20][CH2:21][C:22]3[CH:23]=[C:24]([CH:30]=[CH:31][CH:32]=3)[C:25]([O:27][CH2:28][CH3:29])=[O:26])[CH:17]=[CH:18][CH:19]=2)=[C:12]2[C:7]([C:8]([C:33]([F:34])([F:35])[F:36])=[CH:9][CH:10]=[CH:11]2)=[N:6]1, predict the reactants needed to synthesize it. The reactants are: [F:1][C:2]1[CH:40]=[C:39]([F:41])[CH:38]=[C:37]([F:42])[C:3]=1[CH2:4][N:5]1[C:13]([C:14]2[CH:15]=[C:16]([C:20]#[C:21][C:22]3[CH:23]=[C:24]([CH:30]=[CH:31][CH:32]=3)[C:25]([O:27][CH2:28][CH3:29])=[O:26])[CH:17]=[CH:18][CH:19]=2)=[C:12]2[C:7]([C:8]([C:33]([F:36])([F:35])[F:34])=[CH:9][CH:10]=[CH:11]2)=[N:6]1. (5) Given the product [NH2:8][C:9]1[CH:14]=[C:13]([CH2:15][CH2:16][C:17]([F:20])([F:18])[F:19])[N:12]=[C:11]([C:21]([O:23][CH3:24])=[O:22])[CH:10]=1, predict the reactants needed to synthesize it. The reactants are: C(OC([NH:8][C:9]1[CH:14]=[C:13]([CH2:15][CH2:16][C:17]([F:20])([F:19])[F:18])[N:12]=[C:11]([C:21]([O:23][CH3:24])=[O:22])[CH:10]=1)=O)(C)(C)C.FC(F)(F)C(O)=O.C(=O)(O)[O-].[Na+]. (6) Given the product [F:5][C:4]([F:7])([F:6])[S:1]([O:8][C:17]1[CH:25]=[CH:24][CH:23]=[C:22]2[C:18]=1[CH2:19][CH2:20][C:21]2=[O:26])(=[O:3])=[O:2], predict the reactants needed to synthesize it. The reactants are: [S:1]([O:8]S(C(F)(F)F)(=O)=O)([C:4]([F:7])([F:6])[F:5])(=[O:3])=[O:2].O[C:17]1[CH:25]=[CH:24][CH:23]=[C:22]2[C:18]=1[CH2:19][CH2:20][C:21]2=[O:26].CCN(CC)CC.